This data is from Forward reaction prediction with 1.9M reactions from USPTO patents (1976-2016). The task is: Predict the product of the given reaction. (1) Given the reactants Br[C:2]1[CH:3]=[C:4]([CH:9]=[CH:10][N:11]=1)[C:5]([O:7][CH3:8])=[O:6].[Cl:12][C:13]1[CH:18]=[CH:17][C:16](B(O)O)=[CH:15][CH:14]=1.C(=O)([O-])[O-].[K+].[K+].Cl, predict the reaction product. The product is: [ClH:12].[Cl:12][C:13]1[CH:18]=[CH:17][C:16]([C:2]2[CH:3]=[C:4]([CH:9]=[CH:10][N:11]=2)[C:5]([O:7][CH3:8])=[O:6])=[CH:15][CH:14]=1. (2) Given the reactants [H-].[Al+3].[Li+].[H-].[H-].[H-].[NH:7]1[C:15]2[C:10](=[CH:11][CH:12]=[CH:13][CH:14]=2)[C:9]([CH2:16][CH2:17][CH2:18][C:19]([N:21]2[CH2:26][CH2:25][N:24]([C:27]3[CH:32]=[CH:31][C:30]([O:33][CH3:34])=[CH:29][CH:28]=3)[CH2:23][CH2:22]2)=O)=[CH:8]1, predict the reaction product. The product is: [CH3:34][O:33][C:30]1[CH:29]=[CH:28][C:27]([N:24]2[CH2:25][CH2:26][N:21]([CH2:19][CH2:18][CH2:17][CH2:16][C:9]3[C:10]4[C:15](=[CH:14][CH:13]=[CH:12][CH:11]=4)[NH:7][CH:8]=3)[CH2:22][CH2:23]2)=[CH:32][CH:31]=1. (3) Given the reactants C(=O)([O-])[O-].[K+].[K+].[F:7][C:8]1[CH:23]=[C:22](F)[C:21]([F:25])=[CH:20][C:9]=1[C:10]([O:12][C:13]1[CH:18]=[CH:17][C:16]([CH3:19])=[CH:15][CH:14]=1)=[O:11].[Cl:26][C:27]1[CH:28]=[C:29]([OH:34])[CH:30]=[N:31][C:32]=1[F:33], predict the reaction product. The product is: [Cl:26][C:27]1[CH:28]=[C:29]([O:34][C:22]2[C:21]([F:25])=[CH:20][C:9]([C:10]([O:12][C:13]3[CH:18]=[CH:17][C:16]([CH3:19])=[CH:15][CH:14]=3)=[O:11])=[C:8]([F:7])[CH:23]=2)[CH:30]=[N:31][C:32]=1[F:33].